Dataset: Catalyst prediction with 721,799 reactions and 888 catalyst types from USPTO. Task: Predict which catalyst facilitates the given reaction. (1) Reactant: [C:1](Cl)(=[O:3])[CH3:2].[N:5]1[CH:10]=CC=C[CH:6]=1.CN([C:14]1[CH:19]=[C:18]([C:20]([N:22](C)[C:23]2[CH:32]=[C:31]3[C:26]([CH2:27][CH2:28][CH2:29][NH:30]3)=[CH:25][CH:24]=2)=[O:21])[CH:17]=[CH:16][C:15]=1[C:34]1[CH:39]=[CH:38][CH:37]=[CH:36][CH:35]=1)C.[C:40](=O)([O-])[O-].[K+].[K+]. Product: [C:1]([N:30]1[C:31]2[C:26](=[CH:25][CH:24]=[C:23]([NH:22][C:20]([C:18]3[CH:17]=[CH:16][C:15]([C:34]4[CH:39]=[CH:38][CH:37]=[CH:36][CH:35]=4)=[CH:14][CH:19]=3)=[O:21])[CH:32]=2)[CH2:27][CH:28]([CH2:6][N:5]([CH3:10])[CH3:40])[CH2:29]1)(=[O:3])[CH3:2]. The catalyst class is: 13. (2) Reactant: [CH2:1]([O:3][C:4]1[C:24]([O:25][CH3:26])=[CH:23][C:7]2[C:8]3[N:13]([CH:14]([CH3:16])[CH2:15][C:6]=2[CH:5]=1)[CH:12]=[C:11]([C:17]([O:19]CC)=[O:18])[C:10](=[O:22])[CH:9]=3)[CH3:2].[OH-].[Na+].Cl. Product: [CH2:1]([O:3][C:4]1[C:24]([O:25][CH3:26])=[CH:23][C:7]2[C:8]3[N:13]([CH:14]([CH3:16])[CH2:15][C:6]=2[CH:5]=1)[CH:12]=[C:11]([C:17]([OH:19])=[O:18])[C:10](=[O:22])[CH:9]=3)[CH3:2]. The catalyst class is: 1. (3) The catalyst class is: 192. Reactant: [Br:1][C:2]1[CH:3]=[C:4]([CH:7]=[O:8])[S:5][CH:6]=1.P([O-])(O)(O)=[O:10].[Na+].OO.Cl([O-])=O.[Na+]. Product: [Br:1][C:2]1[CH:3]=[C:4]([C:7]([OH:10])=[O:8])[S:5][CH:6]=1. (4) Product: [CH3:37][C:32]12[C:31](=[O:38])[CH2:30][CH2:29][CH:28]1[CH:27]([O:26][CH2:25][C:24](=[O:23])[CH2:39][CH2:40][CH2:41][C:42]1([CH3:47])[O:43][CH2:44][CH2:45][O:46]1)[C:35](=[O:36])[CH2:34][CH2:33]2. Reactant: CC(OI1(OC(C)=O)(OC(C)=O)OC(=O)C2C=CC=CC1=2)=O.[OH:23][CH:24]([CH2:39][CH2:40][CH2:41][C:42]1([CH3:47])[O:46][CH2:45][CH2:44][O:43]1)[CH2:25][O:26][CH:27]1[C:35](=[O:36])[CH2:34][CH2:33][C:32]2([CH3:37])[CH:28]1[CH2:29][CH2:30][C:31]2=[O:38]. The catalyst class is: 4. (5) Reactant: C([N:8]1[CH2:13][CH2:12][CH:11]([NH:14][C:15]2[S:16][CH:17]=[C:18]([C:20]([F:23])([F:22])[F:21])[N:19]=2)[CH2:10][CH2:9]1)C1C=CC=CC=1.C(N(C(C)C)CC)(C)C.ClC(OC(Cl)C)=O. Product: [NH:8]1[CH2:13][CH2:12][CH:11]([NH:14][C:15]2[S:16][CH:17]=[C:18]([C:20]([F:23])([F:22])[F:21])[N:19]=2)[CH2:10][CH2:9]1. The catalyst class is: 4. (6) The catalyst class is: 149. Product: [CH2:1]([O:4][C@H:5]1[C:13]2[C:8](=[CH:9][C:10]([O:14][CH3:15])=[CH:11][CH:12]=2)[C@@H:7]([NH:16][CH2:17][C@@H:18]([OH:40])[C@@H:19]([NH2:29])[CH2:20][C:21]2[CH:22]=[C:23]([F:28])[CH:24]=[C:25]([F:27])[CH:26]=2)[CH2:6]1)[CH:2]=[CH2:3]. Reactant: [CH2:1]([O:4][C@H:5]1[C:13]2[C:8](=[CH:9][C:10]([O:14][CH3:15])=[CH:11][CH:12]=2)[C@@H:7]([NH:16][CH2:17][C@@H:18]([OH:40])[C@@H:19]([NH:29]C(=O)OCC2C=CC=CC=2)[CH2:20][C:21]2[CH:26]=[C:25]([F:27])[CH:24]=[C:23]([F:28])[CH:22]=2)[CH2:6]1)[CH:2]=[CH2:3]. (7) Reactant: Cl[C:2]1[N:7]=[C:6]([NH:8][C@@H:9]([C:12]2[CH:17]=[CH:16][CH:15]=[CH:14][CH:13]=2)[CH2:10][OH:11])[CH:5]=[C:4]([C:18]2[CH:23]=[CH:22][CH:21]=[CH:20][CH:19]=2)[N:3]=1.[CH3:24][O:25][C:26]([C:28]1([C:32]2[CH:37]=[CH:36][C:35]([NH2:38])=[CH:34][CH:33]=2)[CH2:31][CH2:30][CH2:29]1)=[O:27]. Product: [CH3:24][O:25][C:26]([C:28]1([C:32]2[CH:33]=[CH:34][C:35]([NH:38][C:2]3[N:7]=[C:6]([NH:8][C@@H:9]([C:12]4[CH:17]=[CH:16][CH:15]=[CH:14][CH:13]=4)[CH2:10][OH:11])[CH:5]=[C:4]([C:18]4[CH:23]=[CH:22][CH:21]=[CH:20][CH:19]=4)[N:3]=3)=[CH:36][CH:37]=2)[CH2:29][CH2:30][CH2:31]1)=[O:27]. The catalyst class is: 51.